This data is from Full USPTO retrosynthesis dataset with 1.9M reactions from patents (1976-2016). The task is: Predict the reactants needed to synthesize the given product. (1) Given the product [F:15][C:13]1[CH:14]=[C:7]([OH:6])[CH:8]=[C:9]([F:16])[C:10]=1[CH2:11][N:1]1[CH2:5][CH2:4][CH2:3][CH2:2]1, predict the reactants needed to synthesize it. The reactants are: [NH:1]1[CH2:5][CH2:4][CH2:3][CH2:2]1.[OH:6][C:7]1[CH:14]=[C:13]([F:15])[C:10]([CH:11]=O)=[C:9]([F:16])[CH:8]=1.C(O[BH-](OC(=O)C)OC(=O)C)(=O)C.[Na+].Cl. (2) Given the product [N:1]1[N:5]2[CH2:6][CH2:7][CH2:8][NH:9][C:4]2=[C:3]([CH2:10][CH2:11][C:12]([NH2:17])=[O:14])[CH:2]=1, predict the reactants needed to synthesize it. The reactants are: [N:1]1[N:5]2[CH2:6][CH2:7][CH2:8][NH:9][C:4]2=[C:3]([CH2:10][CH2:11][C:12]([O:14]CC)=O)[CH:2]=1.[NH3:17]. (3) Given the product [C:9]([O:7][C@H:3]1[CH2:4][CH2:5][CH2:6][C@@H:1]([O:8][C:15](=[O:19])[CH3:16])[CH2:2]1)(=[O:11])[CH3:10], predict the reactants needed to synthesize it. The reactants are: [C@H:1]1([OH:8])[CH2:6][CH2:5][CH2:4][C@H:3]([OH:7])[CH2:2]1.[C:9](OC=C)(=[O:11])[CH3:10].[C:15]([O:19]C)(C)(C)[CH3:16]. (4) Given the product [CH2:1]([O:8][N:9]([CH2:12][C@H:13]([O:44][CH2:45][C:46]1[CH:47]=[CH:48][CH:49]=[CH:50][CH:51]=1)[C@H:14]([O:36][CH2:37][C:38]1[CH:43]=[CH:42][CH:41]=[CH:40][CH:39]=1)[C@H:15]([O:28][CH2:29][C:30]1[CH:31]=[CH:32][CH:33]=[CH:34][CH:35]=1)[CH2:16][OH:17])[CH:10]=[O:11])[C:2]1[CH:7]=[CH:6][CH:5]=[CH:4][CH:3]=1, predict the reactants needed to synthesize it. The reactants are: [CH2:1]([O:8][N:9]([CH2:12][C@H:13]([O:44][CH2:45][C:46]1[CH:51]=[CH:50][CH:49]=[CH:48][CH:47]=1)[C@H:14]([O:36][CH2:37][C:38]1[CH:43]=[CH:42][CH:41]=[CH:40][CH:39]=1)[C@H:15]([O:28][CH2:29][C:30]1[CH:35]=[CH:34][CH:33]=[CH:32][CH:31]=1)[CH2:16][O:17][Si](C(C)C)(C(C)C)C(C)C)[CH:10]=[O:11])[C:2]1[CH:7]=[CH:6][CH:5]=[CH:4][CH:3]=1.CCCC[N+](CCCC)(CCCC)CCCC.[F-]. (5) The reactants are: [NH2:1][C:2]1[CH:7]=[CH:6][N:5]=[CH:4][CH:3]=1.Cl[C:9]([O:11][C:12]1[CH:17]=[CH:16][CH:15]=[CH:14][CH:13]=1)=[O:10]. Given the product [N:5]1[CH:6]=[CH:7][C:2]([NH:1][C:9](=[O:10])[O:11][C:12]2[CH:17]=[CH:16][CH:15]=[CH:14][CH:13]=2)=[CH:3][CH:4]=1, predict the reactants needed to synthesize it. (6) Given the product [F:1][C:2]1[CH:10]=[CH:9][C:5]2[CH:6]=[C:7]([B:16]([OH:21])[OH:17])[S:8][C:4]=2[CH:3]=1, predict the reactants needed to synthesize it. The reactants are: [F:1][C:2]1[CH:10]=[CH:9][C:5]2[CH:6]=[CH:7][S:8][C:4]=2[CH:3]=1.C([Li])CCC.[B:16](OC(C)C)([O:21]C(C)C)[O:17]C(C)C.Cl. (7) Given the product [Br:1][C:2]1[CH:3]=[CH:4][C:5](/[CH:8]=[CH:9]/[C@@H:10]2[C@H:18]3[C@:14]([C:21]4[O:22][C:28](=[O:29])[NH:24][N:23]=4)([C:15](=[O:20])[O:16][C@@H:17]3[CH3:19])[CH2:13][C:12]([F:26])([F:25])[C@H:11]2[CH3:27])=[N:6][CH:7]=1, predict the reactants needed to synthesize it. The reactants are: [Br:1][C:2]1[CH:3]=[CH:4][C:5](/[CH:8]=[CH:9]/[C@@H:10]2[C@H:18]3[C@:14]([C:21]([NH:23][NH2:24])=[O:22])([C:15](=[O:20])[O:16][C@@H:17]3[CH3:19])[CH2:13][C:12]([F:26])([F:25])[C@H:11]2[CH3:27])=[N:6][CH:7]=1.[C:28](N1C=CN=C1)(N1C=CN=C1)=[O:29].